This data is from Catalyst prediction with 721,799 reactions and 888 catalyst types from USPTO. The task is: Predict which catalyst facilitates the given reaction. (1) Reactant: [C:1]1(=[O:7])[NH:5][C:4](=[O:6])[CH:3]=[CH:2]1.[C:8]1([P:14]([C:21]2[CH:26]=[CH:25][CH:24]=[CH:23][CH:22]=2)[C:15]2[CH:20]=[CH:19][CH:18]=[CH:17][CH:16]=2)[CH:13]=[CH:12][CH:11]=[CH:10][CH:9]=1. Product: [C:21]1([P:14]([C:8]2[CH:9]=[CH:10][CH:11]=[CH:12][CH:13]=2)([C:15]2[CH:20]=[CH:19][CH:18]=[CH:17][CH:16]=2)=[C:2]2[CH2:3][C:4](=[O:6])[NH:5][C:1]2=[O:7])[CH:22]=[CH:23][CH:24]=[CH:25][CH:26]=1. The catalyst class is: 21. (2) Reactant: Br[C:2]1[CH:3]=[C:4]([NH:8][C:9]2[CH:14]=[CH:13][CH:12]=[CH:11][CH:10]=2)[CH:5]=[CH:6][CH:7]=1.[B:15](OC)([O:18]C)[O:16]C.CN(CCN(C)C)C.[Li]CCCC.Cl. Product: [C:9]1([NH:8][C:4]2[CH:3]=[C:2]([B:15]([OH:18])[OH:16])[CH:7]=[CH:6][CH:5]=2)[CH:10]=[CH:11][CH:12]=[CH:13][CH:14]=1. The catalyst class is: 247. (3) Reactant: [F-].C([N+](CCCC)(CCCC)CCCC)CCC.[Si]([O:36][CH2:37][CH2:38][O:39][CH2:40][C@H:41]([O:52][C:53]1[N:58]=[CH:57][N:56]=[C:55]2[N:59]([C:62]3[C:67]([Cl:68])=[CH:66][CH:65]=[CH:64][N:63]=3)[N:60]=[CH:61][C:54]=12)[C:42]([NH:44][C:45]1[CH:50]=[CH:49][C:48]([Cl:51])=[CH:47][N:46]=1)=[O:43])(C(C)(C)C)(C1C=CC=CC=1)C1C=CC=CC=1. Product: [Cl:51][C:48]1[CH:49]=[CH:50][C:45]([NH:44][C:42](=[O:43])[C@@H:41]([O:52][C:53]2[N:58]=[CH:57][N:56]=[C:55]3[N:59]([C:62]4[C:67]([Cl:68])=[CH:66][CH:65]=[CH:64][N:63]=4)[N:60]=[CH:61][C:54]=23)[CH2:40][O:39][CH2:38][CH2:37][OH:36])=[N:46][CH:47]=1. The catalyst class is: 1. (4) Reactant: [OH-].[Na+].[F:3][C:4]1[CH:30]=[C:29]([CH3:31])[C:28]([O:32]C(OC)=O)=[CH:27][C:5]=1[NH:6][C:7]1[C:16]2[C:11](=[CH:12][C:13]([O:19][CH2:20][CH2:21][N:22]3[CH:26]=[CH:25][N:24]=[CH:23]3)=[C:14]([O:17][CH3:18])[CH:15]=2)[N:10]=[CH:9][N:8]=1.O.[ClH:38]. Product: [ClH:38].[F:3][C:4]1[CH:30]=[C:29]([CH3:31])[C:28]([OH:32])=[CH:27][C:5]=1[NH:6][C:7]1[C:16]2[C:11](=[CH:12][C:13]([O:19][CH2:20][CH2:21][N:22]3[CH:26]=[CH:25][N:24]=[CH:23]3)=[C:14]([O:17][CH3:18])[CH:15]=2)[N:10]=[CH:9][N:8]=1. The catalyst class is: 5. (5) Reactant: [CH3:1][C@@H:2]([CH2:5][C@@H:6]([CH3:11])[CH2:7][CH:8]([CH3:10])[CH3:9])[CH2:3]O.C1(P(C2C=CC=CC=2)C2C=CC=CC=2)C=CC=CC=1.[Br:31]N1C(=O)CCC1=O. Product: [Br:31][CH2:3][C@@H:2]([CH3:1])[CH2:5][C@@H:6]([CH3:11])[CH2:7][CH:8]([CH3:10])[CH3:9]. The catalyst class is: 4.